This data is from NCI-60 drug combinations with 297,098 pairs across 59 cell lines. The task is: Regression. Given two drug SMILES strings and cell line genomic features, predict the synergy score measuring deviation from expected non-interaction effect. (1) Drug 1: C1C(C(OC1N2C=NC3=C(N=C(N=C32)Cl)N)CO)O. Drug 2: CCCCCOC(=O)NC1=NC(=O)N(C=C1F)C2C(C(C(O2)C)O)O. Cell line: HT29. Synergy scores: CSS=-2.86, Synergy_ZIP=5.47, Synergy_Bliss=9.75, Synergy_Loewe=1.62, Synergy_HSA=1.51. (2) Drug 2: C#CCC(CC1=CN=C2C(=N1)C(=NC(=N2)N)N)C3=CC=C(C=C3)C(=O)NC(CCC(=O)O)C(=O)O. Drug 1: C1=NC2=C(N=C(N=C2N1C3C(C(C(O3)CO)O)O)F)N. Cell line: U251. Synergy scores: CSS=47.6, Synergy_ZIP=1.84, Synergy_Bliss=-0.0707, Synergy_Loewe=-11.2, Synergy_HSA=2.85. (3) Drug 1: C1CN1C2=NC(=NC(=N2)N3CC3)N4CC4. Drug 2: C1CC(=O)NC(=O)C1N2C(=O)C3=CC=CC=C3C2=O. Cell line: NCI-H226. Synergy scores: CSS=6.32, Synergy_ZIP=1.95, Synergy_Bliss=-1.36, Synergy_Loewe=-5.40, Synergy_HSA=-1.29.